This data is from Catalyst prediction with 721,799 reactions and 888 catalyst types from USPTO. The task is: Predict which catalyst facilitates the given reaction. (1) Reactant: [CH2:1]([O:3][C:4]([C:6]1([C:12]#[N:13])[CH2:11][CH2:10][CH2:9][CH2:8][CH2:7]1)=[O:5])[CH3:2].[H][H]. Product: [CH2:1]([O:3][C:4]([C:6]1([CH2:12][NH2:13])[CH2:11][CH2:10][CH2:9][CH2:8][CH2:7]1)=[O:5])[CH3:2]. The catalyst class is: 470. (2) Reactant: [CH3:1][CH:2]([CH3:9])[C:3](=[O:8])[CH2:4][C:5]([OH:7])=[O:6]. Product: [OH:6][C:5]1[CH:4]=[C:3]([CH:2]([CH3:9])[CH3:1])[O:6][C:5](=[O:7])[C:4]=1[C:3](=[O:8])[CH:2]([CH3:9])[CH3:1]. The catalyst class is: 1. (3) Reactant: [NH2:1][C:2]1[CH:3]=[CH:4][C:5]2[O:9][CH2:8][C:7](=[O:10])[C:6]=2[CH:11]=1.[CH3:12][N:13]=[C:14]=[O:15]. Product: [CH3:12][NH:13][C:14]([NH:1][C:2]1[CH:3]=[CH:4][C:5]2[O:9][CH2:8][C:7](=[O:10])[C:6]=2[CH:11]=1)=[O:15]. The catalyst class is: 7. (4) Reactant: [CH3:1][O:2][C:3]1[CH:4]=[C:5]([CH2:9][C:10]([OH:12])=O)[CH:6]=[CH:7][CH:8]=1.[Br:13][C:14]1[CH:15]=[CH:16][CH:17]=[C:18]2[C:22]=1[NH:21][CH2:20][CH2:19]2.CN(C)CCCN=C=NCC.C([O-])(O)=O.[Na+]. Product: [Br:13][C:14]1[CH:15]=[CH:16][CH:17]=[C:18]2[C:22]=1[N:21]([C:10](=[O:12])[CH2:9][C:5]1[CH:6]=[CH:7][CH:8]=[C:3]([O:2][CH3:1])[CH:4]=1)[CH2:20][CH2:19]2. The catalyst class is: 2. (5) Reactant: [Si:1]([O:8][C@H:9]1[CH2:13][CH2:12][N:11]([CH2:14][C@@H:15]([N:26]([CH3:37])[C:27](=[O:36])[O:28][CH2:29][C:30]2[CH:35]=[CH:34][CH:33]=[CH:32][CH:31]=2)[C:16]2[CH:21]=[CH:20][CH:19]=[C:18]([C:22](=[NH:25])[NH:23][OH:24])[CH:17]=2)[CH2:10]1)([C:4]([CH3:7])([CH3:6])[CH3:5])([CH3:3])[CH3:2].O([C:39]([C:41]([F:44])([F:43])[F:42])=O)[C:39]([C:41]([F:44])([F:43])[F:42])=O. Product: [CH2:29]([O:28][C:27](=[O:36])[N:26]([C@@H:15]([C:16]1[CH:21]=[CH:20][CH:19]=[C:18]([C:22]2[N:25]=[C:39]([C:41]([F:44])([F:43])[F:42])[O:24][N:23]=2)[CH:17]=1)[CH2:14][N:11]1[CH2:12][CH2:13][C@H:9]([O:8][Si:1]([C:4]([CH3:7])([CH3:6])[CH3:5])([CH3:2])[CH3:3])[CH2:10]1)[CH3:37])[C:30]1[CH:31]=[CH:32][CH:33]=[CH:34][CH:35]=1. The catalyst class is: 17. (6) The catalyst class is: 20. Product: [N:1]([C@@H:4]([C@H:19]([C:27]1[CH:32]=[C:31]([F:33])[CH:30]=[C:29]([F:34])[CH:28]=1)[C:20]1[CH:21]=[CH:22][C:23]([F:26])=[CH:24][CH:25]=1)[C:5]([OH:40])=[O:6])=[N+:2]=[N-:3]. Reactant: [N:1]([C@@H:4]([C@H:19]([C:27]1[CH:32]=[C:31]([F:33])[CH:30]=[C:29]([F:34])[CH:28]=1)[C:20]1[CH:25]=[CH:24][C:23]([F:26])=[CH:22][CH:21]=1)[C:5](N1[C@@H](C2C=CC=CC=2)COC1=O)=[O:6])=[N+:2]=[N-:3].OO.[Li+].[OH-].S([O-])([O-])=[O:40].[Na+].[Na+].C([O-])(O)=O.[Na+].